From a dataset of M1 muscarinic receptor antagonist screen with 61,756 compounds. Binary Classification. Given a drug SMILES string, predict its activity (active/inactive) in a high-throughput screening assay against a specified biological target. (1) The molecule is Clc1ccc(S(=O)(=O)Nc2nc3c(nc2NC2CCN(CC2)C(OCC)=O)cccc3)cc1. The result is 0 (inactive). (2) The drug is S(=O)(=O)(c1n[nH]n2c1nc(=O)c1c2cccc1)c1ccc(cc1)C. The result is 0 (inactive). (3) The compound is N(Cc1c(cccc1)C)c1nn(c2ccccc2)c(n1)N. The result is 0 (inactive). (4) The drug is O=C(NCc1ccccc1)C(/[N+]#N)=C(/[O-])C. The result is 0 (inactive). (5) The compound is s1c(c(CC)c(c1NC(=O)c1onc(c1)C)C#N)C. The result is 0 (inactive). (6) The result is 0 (inactive). The drug is S(=O)(=O)(N(CCCC)C(=O)NC(=O)Nc1sc2c(n1)ccc(OC)c2)C. (7) The result is 0 (inactive). The compound is s1c2c(n(c(=O)n(CCC(=O)NCc3occc3)c2=O)CC(=O)Nc2c(cccc2C)C)cc1. (8) The drug is O=C1N(C(=O)NC21CCc1c2cccc1)CCOc1c(cccc1)C. The result is 0 (inactive).